Task: Predict which catalyst facilitates the given reaction.. Dataset: Catalyst prediction with 721,799 reactions and 888 catalyst types from USPTO Reactant: [N:1]([C:4]1[CH:5]=[CH:6][C:7]([NH:10][C:11](=[O:17])[O:12][C:13]([CH3:16])([CH3:15])[CH3:14])=[N:8][CH:9]=1)=[C:2]=[S:3].[NH2:18][CH:19]([C:23]#[N:24])[C:20]([NH2:22])=[O:21]. Product: [NH2:24][C:23]1[S:3][C:2]([NH:1][C:4]2[CH:5]=[CH:6][C:7]([NH:10][C:11](=[O:17])[O:12][C:13]([CH3:14])([CH3:16])[CH3:15])=[N:8][CH:9]=2)=[N:18][C:19]=1[C:20](=[O:21])[NH2:22]. The catalyst class is: 25.